Dataset: Full USPTO retrosynthesis dataset with 1.9M reactions from patents (1976-2016). Task: Predict the reactants needed to synthesize the given product. (1) Given the product [NH2:1][C:2]1[N:10]=[C:9]([O:11][CH2:12][CH2:13][O:14][CH3:15])[N:8]=[C:7]2[C:3]=1[N:4]=[C:5]([OH:25])[N:6]2[CH2:16][C:17]1[CH:18]=[CH:19][C:20]([CH:21]=[O:22])=[CH:23][CH:24]=1, predict the reactants needed to synthesize it. The reactants are: [NH2:1][C:2]1[N:10]=[C:9]([O:11][CH2:12][CH2:13][O:14][CH3:15])[N:8]=[C:7]2[C:3]=1[N:4]=[C:5]([O:25]C)[N:6]2[CH2:16][C:17]1[CH:24]=[CH:23][C:20]([CH:21]=[O:22])=[CH:19][CH:18]=1.[I-].[Na+].Cl[Si](C)(C)C. (2) Given the product [OH:4][CH2:3][CH:2]([C:5]1[CH:6]=[CH:7][CH:8]=[CH:9][CH:10]=1)[C:1]([N:13]1[CH2:17][CH2:16][CH2:15][CH2:14]1)=[O:12], predict the reactants needed to synthesize it. The reactants are: [C:1]([OH:12])(=O)[CH:2]([C:5]1[CH:10]=[CH:9][CH:8]=[CH:7][CH:6]=1)[CH2:3][OH:4].[NH:13]1[CH2:17][CH2:16][CH2:15][CH2:14]1.C1C=NC2N(O)N=NC=2C=1.CCN=C=NCCCN(C)C.Cl.